This data is from Reaction yield outcomes from USPTO patents with 853,638 reactions. The task is: Predict the reaction yield, written as a fraction of the theoretical maximum amount of product (1.0 means a 100% yield; for example, 0.34 means a 34% yield). (1) The reactants are Cl[C:2]1[C:11]2[C:6](=[CH:7][C:8]([O:12][CH2:13][C:14]3[CH:21]=[CH:20][C:17]([C:18]#[N:19])=[CH:16][CH:15]=3)=[CH:9][CH:10]=2)[N:5]=[C:4]([CH3:22])[CH:3]=1.[OH:23][C@H:24]1[CH2:28][CH2:27][NH:26][CH2:25]1. No catalyst specified. The product is [OH:23][C@H:24]1[CH2:28][CH2:27][N:26]([C:2]2[C:11]3[C:6](=[CH:7][C:8]([O:12][CH2:13][C:14]4[CH:21]=[CH:20][C:17]([C:18]#[N:19])=[CH:16][CH:15]=4)=[CH:9][CH:10]=3)[N:5]=[C:4]([CH3:22])[CH:3]=2)[CH2:25]1. The yield is 0.839. (2) The reactants are [CH3:1][N:2]1[CH:6]=[CH:5][C:4]([NH:7][C:8]2[C:17]3[C:12](=[CH:13][CH:14]=[C:15]([OH:18])[CH:16]=3)[N:11]=[CH:10][N:9]=2)=[N:3]1.[CH:19]1([C:22]([C:24]2[CH:29]=[CH:28][CH:27]=[C:26]([F:30])[C:25]=2F)=[O:23])[CH2:21][CH2:20]1.C(O[K])(C)(C)C.O. The catalyst is CN(C)C(=O)C. The product is [CH:19]1([C:22]([C:24]2[CH:29]=[CH:28][CH:27]=[C:26]([F:30])[C:25]=2[O:18][C:15]2[CH:16]=[C:17]3[C:12](=[CH:13][CH:14]=2)[N:11]=[CH:10][N:9]=[C:8]3[NH:7][C:4]2[CH:5]=[CH:6][N:2]([CH3:1])[N:3]=2)=[O:23])[CH2:20][CH2:21]1. The yield is 0.310. (3) The reactants are Cl[C:2]1[N:7]2[N:8]=[C:9]([CH3:11])[CH:10]=[C:6]2[N:5]=[C:4]([NH:12][C:13](=[O:24])[C:14]2[CH:19]=[CH:18][C:17]([C:20]([OH:23])([CH3:22])[CH3:21])=[CH:16][CH:15]=2)[CH:3]=1.[Cl:25][C:26]1[CH:27]=[C:28](B(O)O)[CH:29]=[CH:30][C:31]=1[O:32][CH3:33].O1CCOCC1. The catalyst is CO.C1C=CC(P(C2C=CC=CC=2)[C-]2C=CC=C2)=CC=1.C1C=CC(P(C2C=CC=CC=2)[C-]2C=CC=C2)=CC=1.Cl[Pd]Cl.[Fe+2]. The product is [Cl:25][C:26]1[CH:27]=[C:28]([C:2]2[N:7]3[N:8]=[C:9]([CH3:11])[CH:10]=[C:6]3[N:5]=[C:4]([NH:12][C:13](=[O:24])[C:14]3[CH:19]=[CH:18][C:17]([C:20]([OH:23])([CH3:22])[CH3:21])=[CH:16][CH:15]=3)[CH:3]=2)[CH:29]=[CH:30][C:31]=1[O:32][CH3:33]. The yield is 0.200. (4) The reactants are Cl[C:2]1[N:7]=[C:6]([C:8]([O:10][CH3:11])=[O:9])[CH:5]=[C:4]([CH3:12])[N:3]=1.[C:13]([NH2:16])(=[O:15])[CH3:14]. No catalyst specified. The product is [C:13]([NH:16][C:2]1[N:7]=[C:6]([C:8]([O:10][CH3:11])=[O:9])[CH:5]=[C:4]([CH3:12])[N:3]=1)(=[O:15])[CH3:14]. The yield is 0.680. (5) The reactants are C(OC(=O)[N:7]([S:13]([C:16]1[CH:21]=[C:20]([Cl:22])[C:19]([O:23][C@H:24]2[CH2:28][CH2:27][CH2:26][C@@H:25]2[C:29]2[N:33]([CH2:34][CH3:35])[N:32]=[CH:31][CH:30]=2)=[CH:18][C:17]=1[F:36])(=[O:15])=[O:14])[C:8]1[N:9]=[CH:10][S:11][CH:12]=1)(C)(C)C.FC(F)(F)C(O)=O. The catalyst is ClCCl. The product is [Cl:22][C:20]1[C:19]([O:23][C@H:24]2[CH2:28][CH2:27][CH2:26][C@@H:25]2[C:29]2[N:33]([CH2:34][CH3:35])[N:32]=[CH:31][CH:30]=2)=[CH:18][C:17]([F:36])=[C:16]([S:13]([NH:7][C:8]2[N:9]=[CH:10][S:11][CH:12]=2)(=[O:15])=[O:14])[CH:21]=1. The yield is 0.680. (6) The reactants are [F:1][C:2]1[CH:24]=[CH:23][CH:22]=[C:21]([F:25])[C:3]=1[C:4]([NH:6][C:7]1[C:8]([C:12]2[NH:13][C:14]3[CH2:19][CH2:18][NH:17][CH2:16][C:15]=3[N:20]=2)=[N:9][NH:10][CH:11]=1)=[O:5].[CH:26](=O)[CH3:27].C(O)(=O)C.C(O[BH-](OC(=O)C)OC(=O)C)(=O)C.[Na+]. The catalyst is ClCCCl. The product is [CH2:26]([N:17]1[CH2:18][CH2:19][C:14]2[NH:13][C:12]([C:8]3[C:7]([NH:6][C:4](=[O:5])[C:3]4[C:2]([F:1])=[CH:24][CH:23]=[CH:22][C:21]=4[F:25])=[CH:11][NH:10][N:9]=3)=[N:20][C:15]=2[CH2:16]1)[CH3:27]. The yield is 0.180. (7) The reactants are [Cl:1][C:2]1[CH:3]=[C:4]2[C:8](=[CH:9][CH:10]=1)[N:7]([CH2:11][C:12]([O:14]C)=[O:13])[C:6]([CH3:16])=[C:5]2[C:17]1[CH:22]=[CH:21][C:20](=[O:23])[N:19]([CH2:24][C:25]2[CH:30]=[CH:29][C:28]([CH3:31])=[CH:27][CH:26]=2)[N:18]=1.C1COCC1.[OH-].[Li+].Cl. The catalyst is O.CO. The product is [Cl:1][C:2]1[CH:3]=[C:4]2[C:8](=[CH:9][CH:10]=1)[N:7]([CH2:11][C:12]([OH:14])=[O:13])[C:6]([CH3:16])=[C:5]2[C:17]1[CH:22]=[CH:21][C:20](=[O:23])[N:19]([CH2:24][C:25]2[CH:26]=[CH:27][C:28]([CH3:31])=[CH:29][CH:30]=2)[N:18]=1. The yield is 0.295.